The task is: Predict the reactants needed to synthesize the given product.. This data is from Full USPTO retrosynthesis dataset with 1.9M reactions from patents (1976-2016). (1) The reactants are: [C:1]([O:5][C:6]([N:8]1[CH2:13][CH2:12][N:11]([C:14]2[CH:19]=[CH:18][C:17]([C:20]([OH:22])=O)=[CH:16][N:15]=2)[C@H:10]([CH3:23])[CH2:9]1)=[O:7])([CH3:4])([CH3:3])[CH3:2].C(Cl)CCl.C1C=NC2N(O)N=NC=2C=1.[CH3:38][C:39]1([CH3:53])[C:43]([CH3:45])([CH3:44])[O:42][B:41]([C:46]2[CH:52]=[CH:51][C:49]([NH2:50])=[CH:48][CH:47]=2)[O:40]1.C(N(CC)C(C)C)(C)C. Given the product [C:1]([O:5][C:6]([N:8]1[CH2:13][CH2:12][N:11]([C:14]2[CH:19]=[CH:18][C:17]([C:20](=[O:22])[NH:50][C:49]3[CH:48]=[CH:47][C:46]([B:41]4[O:42][C:43]([CH3:45])([CH3:44])[C:39]([CH3:53])([CH3:38])[O:40]4)=[CH:52][CH:51]=3)=[CH:16][N:15]=2)[C@H:10]([CH3:23])[CH2:9]1)=[O:7])([CH3:3])([CH3:2])[CH3:4], predict the reactants needed to synthesize it. (2) Given the product [C:1]([O:6][CH2:7][CH:8]1[O:10][CH2:9]1)(=[O:5])[C:2]([CH3:4])=[CH2:3].[C:11]([O:16][CH:17]([O:19][CH2:20][CH3:21])[CH3:18])(=[O:15])[C:12]([CH3:14])=[CH2:13].[C:22]([O:27][CH2:28][CH2:29][OH:30])(=[O:26])[C:23]([CH3:25])=[CH2:24], predict the reactants needed to synthesize it. The reactants are: [C:1]([O:6][CH2:7][CH:8]1[O:10][CH2:9]1)(=[O:5])[C:2]([CH3:4])=[CH2:3].[C:11]([O:16][CH:17]([O:19][CH2:20][CH3:21])[CH3:18])(=[O:15])[C:12]([CH3:14])=[CH2:13].[C:22]([O:27][CH2:28][CH2:29][OH:30])(=[O:26])[C:23]([CH3:25])=[CH2:24].N(C(C)(CC)C([O-])=O)=NC(C)(CC)C([O-])=O.